From a dataset of Reaction yield outcomes from USPTO patents with 853,638 reactions. Predict the reaction yield, written as a fraction of the theoretical maximum amount of product (1.0 means a 100% yield; for example, 0.34 means a 34% yield). (1) The reactants are Br[C:2]1[CH:7]=[CH:6][C:5]([C:8]2([C:11]([N:13]3[CH2:17][CH2:16][C@@:15]4([C:21]5[CH:22]=[CH:23][CH:24]=[CH:25][C:20]=5[C:19](=[O:26])[O:18]4)[CH2:14]3)=[O:12])[CH2:10][CH2:9]2)=[CH:4][CH:3]=1.C([Sn](CCCC)(CCCC)[C:32]1[CH:37]=[CH:36][N:35]=[CH:34][CH:33]=1)CCC.C(P(C(C)(C)C)C(C)(C)C)(C)(C)C.[F-].[K+]. The catalyst is O1CCCC1.C1C=CC(/C=C/C(/C=C/C2C=CC=CC=2)=O)=CC=1.C1C=CC(/C=C/C(/C=C/C2C=CC=CC=2)=O)=CC=1.C1C=CC(/C=C/C(/C=C/C2C=CC=CC=2)=O)=CC=1.[Pd].[Pd]. The product is [N:35]1[CH:36]=[CH:37][C:32]([C:2]2[CH:3]=[CH:4][C:5]([C:8]3([C:11]([N:13]4[CH2:17][CH2:16][C@@:15]5([C:21]6[CH:22]=[CH:23][CH:24]=[CH:25][C:20]=6[C:19](=[O:26])[O:18]5)[CH2:14]4)=[O:12])[CH2:10][CH2:9]3)=[CH:6][CH:7]=2)=[CH:33][CH:34]=1. The yield is 0.130. (2) The reactants are Br[C:2]1[CH:3]=[C:4]2[C:16](=[CH:17][CH:18]=1)[O:15][C:7]1([CH2:12][CH2:11][CH:10]([O:13][CH3:14])[CH2:9][CH2:8]1)[CH2:6][C:5]2=[O:19].[C:20]([C:22]1[CH:23]=[C:24](B(O)O)[CH:25]=[CH:26][CH:27]=1)#[N:21].C(=O)([O-])[O-].[Cs+].[Cs+]. The catalyst is O1CCOCC1.O.Cl[Pd](Cl)([P](C1C=CC=CC=1)(C1C=CC=CC=1)C1C=CC=CC=1)[P](C1C=CC=CC=1)(C1C=CC=CC=1)C1C=CC=CC=1. The product is [CH3:14][O:13][CH:10]1[CH2:11][CH2:12][C:7]2([CH2:6][C:5](=[O:19])[C:4]3[C:16](=[CH:17][CH:18]=[C:2]([C:26]4[CH:27]=[C:22]([CH:23]=[CH:24][CH:25]=4)[C:20]#[N:21])[CH:3]=3)[O:15]2)[CH2:8][CH2:9]1. The yield is 0.620. (3) The reactants are [CH2:1]([O:8][C:9]1[C:10]([N+:17]([O-])=O)=[C:11]([CH:14]=[CH:15][CH:16]=1)[NH:12][CH3:13])[C:2]1[CH:7]=[CH:6][CH:5]=[CH:4][CH:3]=1.C(O)C.[ClH:23]. The catalyst is [C].[Pt].C1(C)C=CC=CC=1. The product is [ClH:23].[CH2:1]([O:8][C:9]1[CH:16]=[CH:15][CH:14]=[C:11]([NH:12][CH3:13])[C:10]=1[NH2:17])[C:2]1[CH:3]=[CH:4][CH:5]=[CH:6][CH:7]=1. The yield is 0.850. (4) The reactants are [NH2:1][C:2]1[CH:27]=[CH:26][C:5]([O:6][CH2:7][C:8]([O:10][CH2:11][CH2:12][O:13][C:14](=[O:25])[CH:15]([O:17][C:18]2[CH:23]=[CH:22][C:21]([NH2:24])=[CH:20][CH:19]=2)[CH3:16])=[O:9])=[CH:4][CH:3]=1.Cl[C:29](Cl)([O:31]C(=O)OC(Cl)(Cl)Cl)Cl.[O:40]1CCOC[CH2:41]1. No catalyst specified. The product is [N:1]([C:2]1[CH:27]=[CH:26][C:5]([O:6][CH2:7][C:8]([O:10][CH2:11][CH2:12][O:13][C:14](=[O:25])[CH:15]([O:17][C:18]2[CH:19]=[CH:20][C:21]([N:24]=[C:41]=[O:40])=[CH:22][CH:23]=2)[CH3:16])=[O:9])=[CH:4][CH:3]=1)=[C:29]=[O:31]. The yield is 0.372. (5) The reactants are [CH2:1]([O:3][C:4]1[CH:9]=[CH:8][C:7]([S:10](Cl)(=[O:12])=[O:11])=[CH:6][C:5]=1[C:14]1[NH:19][C:18](=[O:20])[C:17]2=[C:21]([CH3:27])[N:22]=[C:23]([CH2:24][CH2:25][CH3:26])[N:16]2[N:15]=1)[CH3:2].[CH3:28][N:29]1[CH2:34][CH2:33][NH:32][CH2:31][CH2:30]1. The catalyst is ClCCl.CN(C1C=CN=CC=1)C. The product is [CH2:1]([O:3][C:4]1[CH:9]=[CH:8][C:7]([S:10]([N:32]2[CH2:33][CH2:34][N:29]([CH3:28])[CH2:30][CH2:31]2)(=[O:12])=[O:11])=[CH:6][C:5]=1[C:14]1[NH:19][C:18](=[O:20])[C:17]2=[C:21]([CH3:27])[N:22]=[C:23]([CH2:24][CH2:25][CH3:26])[N:16]2[N:15]=1)[CH3:2]. The yield is 0.880.